Dataset: Reaction yield outcomes from USPTO patents with 853,638 reactions. Task: Predict the reaction yield, written as a fraction of the theoretical maximum amount of product (1.0 means a 100% yield; for example, 0.34 means a 34% yield). (1) The reactants are [C:1]([C:3]1[CH:4]=[CH:5][C:6]([N:13]2[CH2:18][C@@H:17]([CH3:19])[CH2:16][C@@H:15]([NH:20][C:21](=[O:27])[O:22][C:23]([CH3:26])([CH3:25])[CH3:24])[CH2:14]2)=[C:7]2[C:12]=1[N:11]=[CH:10][CH:9]=[CH:8]2)#[N:2].[OH-].[Na+].OO.O.S([O-])([O-])(=[O:35])=S.[Na+].[Na+].Cl. The catalyst is C(O)C. The product is [C:1]([C:3]1[CH:4]=[CH:5][C:6]([N:13]2[CH2:18][C@@H:17]([CH3:19])[CH2:16][C@@H:15]([NH:20][C:21](=[O:27])[O:22][C:23]([CH3:26])([CH3:25])[CH3:24])[CH2:14]2)=[C:7]2[C:12]=1[N:11]=[CH:10][CH:9]=[CH:8]2)(=[O:35])[NH2:2]. The yield is 0.724. (2) The product is [Br:10][C:6]1[CH:5]=[C:4]([C:11]([N:13]2[CH2:18][CH2:17][O:16][C:15]3[N:19]=[CH:20][C:21]([CH3:23])=[CH:22][C:14]2=3)=[O:12])[CH:3]=[C:2]([Br:1])[C:7]=1[OH:8]. The yield is 0.760. The reactants are [Br:1][C:2]1[CH:3]=[C:4]([C:11]([N:13]2[CH2:18][CH2:17][O:16][C:15]3[N:19]=[CH:20][C:21]([CH3:23])=[CH:22][C:14]2=3)=[O:12])[CH:5]=[C:6]([Br:10])[C:7]=1[O:8]C.[Br-].[Li+].N1CCNCC1.C(=O)([O-])O.[Na+].Cl. The catalyst is CN(C)C=O. (3) The reactants are CC([O-])(CC)C.[Na+].Cl[C:9]1[N:14]=[C:13]2[O:15][C:16]([C:22]3[CH:27]=[CH:26][C:25]([F:28])=[CH:24][CH:23]=3)=[C:17]([C:18](=[O:21])[NH:19][CH3:20])[C:12]2=[CH:11][C:10]=1[C:29]1[CH:30]=[CH:31][C:32]([F:38])=[C:33]([CH:37]=1)[C:34]([OH:36])=[O:35].[F:39][C:40]([F:44])([F:43])[CH2:41][NH2:42]. No catalyst specified. The product is [F:38][C:32]1[CH:31]=[CH:30][C:29]([C:10]2[CH:11]=[C:12]3[C:17]([C:18](=[O:21])[NH:19][CH3:20])=[C:16]([C:22]4[CH:27]=[CH:26][C:25]([F:28])=[CH:24][CH:23]=4)[O:15][C:13]3=[N:14][C:9]=2[NH:42][CH2:41][C:40]([F:44])([F:43])[F:39])=[CH:37][C:33]=1[C:34]([OH:36])=[O:35]. The yield is 0.350. (4) The reactants are [F:1][C:2]1[CH:3]=[CH:4][C:5]([C:9]2[NH:10][CH:11]=[CH:12][N:13]=2)=[C:6]([OH:8])[CH:7]=1.CN(C)C=O.C(=O)([O-])[O-].[Cs+].[Cs+].Br[CH2:26][CH2:27]Br. The catalyst is O. The product is [F:1][C:2]1[CH:3]=[CH:4][C:5]2[C:9]3[N:13]([CH:12]=[CH:11][N:10]=3)[CH2:26][CH2:27][O:8][C:6]=2[CH:7]=1. The yield is 0.670. (5) The reactants are [CH3:1][C:2]1[CH:6]=[C:5]([CH3:7])[NH:4][C:3]=1[C:8]([O:10]CC)=[O:9].[OH-].[Na+]. The catalyst is C1COCC1.O.CO.O. The product is [CH3:1][C:2]1[CH:6]=[C:5]([CH3:7])[NH:4][C:3]=1[C:8]([OH:10])=[O:9]. The yield is 0.900.